This data is from Forward reaction prediction with 1.9M reactions from USPTO patents (1976-2016). The task is: Predict the product of the given reaction. (1) Given the reactants [F:1]C1C=CC(OC)=C2C=1N[C@@H](C)CC2.[Br:15][C:16]1[CH:25]=[CH:24][C:23]2[N:22]([C:26]([CH:28]3[CH2:30][CH2:29]3)=[O:27])[C@@H:21]([CH3:31])[CH2:20][CH2:19][C:18]=2[C:17]=1[OH:32], predict the reaction product. The product is: [Br:15][C:16]1[C:17]([OH:32])=[C:18]2[C:23](=[C:24]([F:1])[CH:25]=1)[N:22]([C:26]([CH:28]1[CH2:30][CH2:29]1)=[O:27])[C@@H:21]([CH3:31])[CH2:20][CH2:19]2. (2) The product is: [Br:1][C:2]1[CH:7]=[CH:6][C:5]([F:8])=[CH:4][C:3]=1[O:9][CH:17]([F:22])[F:21]. Given the reactants [Br:1][C:2]1[CH:7]=[CH:6][C:5]([F:8])=[CH:4][C:3]=1[OH:9].C(=O)([O-])[O-].[Cs+].[Cs+].Cl[C:17]([F:22])([F:21])C([O-])=O.[Na+], predict the reaction product. (3) The product is: [O:17]=[C:18]1[NH:23][C:22]([C:24]([NH:96][CH2:95][C:91]2[CH:92]=[CH:93][CH:94]=[C:89]([O:88][CH2:87][CH2:86][O:85][C:82]3[N:83]=[CH:84][NH:80][N:81]=3)[CH:90]=2)=[O:26])=[N:21][C:20]2[S:29][CH:30]=[C:31]([C:32]3[S:33][CH:34]=[CH:35][CH:36]=3)[C:19]1=2. Given the reactants O=C1C2C(=CC=CC=2)N=C(C(OCC)=O)N1.[O:17]=[C:18]1[NH:23][C:22]([C:24]([O:26]CC)=O)=[N:21][C:20]2[S:29][CH:30]=[C:31]([C:32]3[S:33][CH:34]=[CH:35][CH:36]=3)[C:19]1=2.C1(C(C2C=CC=CC=2)(C2C=CC=CC=2)N2C=NC(CCCOC3C=C(CN)C=CN=3)=N2)C=CC=CC=1.C1(C(C2C=CC=CC=2)(C2C=CC=CC=2)[N:80]2[CH:84]=[N:83][C:82]([O:85][CH2:86][CH2:87][O:88][C:89]3[CH:90]=[C:91]([CH2:95][NH2:96])[CH:92]=[CH:93][CH:94]=3)=[N:81]2)C=CC=CC=1, predict the reaction product.